This data is from Forward reaction prediction with 1.9M reactions from USPTO patents (1976-2016). The task is: Predict the product of the given reaction. (1) The product is: [F:1][C@H:2]1[CH2:19][C@@:17]2([CH3:18])[C@@H:13]([CH2:14][CH2:15][C:16]2=[O:20])[C@H:12]2[C@H:3]1[C:4]1[CH:5]=[CH:6][C:7]([OH:28])=[CH:8][C:9]=1[CH2:10][C@H:11]2[CH2:21][CH2:22][CH2:23][CH2:24][CH2:25][N:26]([CH3:27])[CH2:40][CH2:39][CH2:38][C:37]([F:43])([F:42])[C:36]([F:45])([F:44])[F:35]. Given the reactants [F:1][C@H:2]1[CH2:19][C@@:17]2([CH3:18])[C@@H:13]([CH2:14][CH2:15][C:16]2=[O:20])[C@H:12]2[C@H:3]1[C:4]1[CH:5]=[CH:6][C:7]([OH:28])=[CH:8][C:9]=1[CH2:10][C@H:11]2[CH2:21][CH2:22][CH2:23][CH2:24][CH2:25][NH:26][CH3:27].C(=O)([O-])[O-].[K+].[K+].[F:35][C:36]([F:45])([F:44])[C:37]([F:43])([F:42])[CH2:38][CH2:39][CH2:40]I, predict the reaction product. (2) Given the reactants Cl.[CH3:2][S:3]([NH:6][C:7]1[CH:15]=[C:14]2[C:10]([CH:11]=[C:12]([C:16]([OH:18])=O)[NH:13]2)=[CH:9][CH:8]=1)(=[O:5])=[O:4].[NH2:19][C:20]1[CH:21]=[C:22]([S:26]([C:29]2[CH:30]=[C:31]([CH:34]=[CH:35][CH:36]=2)[C:32]#[N:33])(=[O:28])=[O:27])[CH:23]=[CH:24][CH:25]=1.CN(C(ON1N=NC2C=CC=NC1=2)=[N+](C)C)C.F[P-](F)(F)(F)(F)F.CCN(C(C)C)C(C)C, predict the reaction product. The product is: [C:32]([C:31]1[CH:30]=[C:29]([S:26]([C:22]2[CH:21]=[C:20]([NH:19][C:16]([C:12]3[NH:13][C:14]4[C:10]([CH:11]=3)=[CH:9][CH:8]=[C:7]([NH:6][S:3]([CH3:2])(=[O:4])=[O:5])[CH:15]=4)=[O:18])[CH:25]=[CH:24][CH:23]=2)(=[O:28])=[O:27])[CH:36]=[CH:35][CH:34]=1)#[N:33]. (3) Given the reactants [C:1]([O:5][C:6]([N:8]1[CH2:13][CH2:12][CH:11]([NH:14][C:15]2[CH:20]=[CH:19][CH:18]=[CH:17][C:16]=2[CH2:21]O)[CH2:10][CH2:9]1)=[O:7])([CH3:4])([CH3:3])[CH3:2].[C:23]1(=[O:33])[NH:27][C:26](=[O:28])[C:25]2=[CH:29][CH:30]=[CH:31][CH:32]=[C:24]12.C1(P(C2C=CC=CC=2)C2C=CC=CC=2)C=CC=CC=1.N(C(OCC)=O)=NC(OCC)=O, predict the reaction product. The product is: [C:1]([O:5][C:6]([N:8]1[CH2:9][CH2:10][CH:11]([NH:14][C:15]2[CH:20]=[CH:19][CH:18]=[CH:17][C:16]=2[CH2:21][N:27]2[C:23](=[O:33])[C:24]3=[CH:32][CH:31]=[CH:30][CH:29]=[C:25]3[C:26]2=[O:28])[CH2:12][CH2:13]1)=[O:7])([CH3:4])([CH3:3])[CH3:2]. (4) Given the reactants [Cl:1][C:2]1[CH:3]=[C:4]2[C:9](=[CH:10][CH:11]=1)[O:8][CH:7]=[C:6]([CH:12]=O)[C:5]2=[O:14].[CH2:15]([O:17][C:18]([C:20]#[C:21][C:22]([O:24][CH2:25][CH3:26])=[O:23])=[O:19])[CH3:16].C1(P(C2C=CC=CC=2)C2C=CC=CC=2)C=CC=CC=1.[CH3:46][O:47][C:48]1[CH:59]=[C:58]2[C:51]([NH:52][CH:53]=[C:54]2[CH2:55][CH2:56][NH2:57])=[CH:50][CH:49]=1, predict the reaction product. The product is: [CH2:25]([O:24][C:22]([C:21]1[C:20]2([C:18]([O:17][CH2:15][CH3:16])=[O:19])[N:57]([CH2:56][CH2:55][C:54]3[C:58]4[C:51](=[CH:50][CH:49]=[C:48]([O:47][CH3:46])[CH:59]=4)[NH:52][C:53]=32)[CH:7]=[C:6]([C:5](=[O:14])[C:4]2[CH:3]=[C:2]([Cl:1])[CH:11]=[CH:10][C:9]=2[OH:8])[CH:12]=1)=[O:23])[CH3:26]. (5) Given the reactants C[O:2][C:3](=[O:34])[CH2:4][O:5][C:6]1[CH:15]=[CH:14][C:13]([F:16])=[C:12]2[C:7]=1[C:8]([CH3:33])=[C:9]([CH2:21][C:22]1[CH:27]=[CH:26][C:25]([N:28]3[CH:32]=[CH:31][CH:30]=[N:29]3)=[CH:24][CH:23]=1)[C:10]([O:17][CH:18]([F:20])[F:19])=[N:11]2.[OH-].[Na+].C(O)(=O)C, predict the reaction product. The product is: [F:20][CH:18]([F:19])[O:17][C:10]1[C:9]([CH2:21][C:22]2[CH:27]=[CH:26][C:25]([N:28]3[CH:32]=[CH:31][CH:30]=[N:29]3)=[CH:24][CH:23]=2)=[C:8]([CH3:33])[C:7]2[C:12](=[C:13]([F:16])[CH:14]=[CH:15][C:6]=2[O:5][CH2:4][C:3]([OH:34])=[O:2])[N:11]=1. (6) Given the reactants [Br:1][C:2]1[C:9]([OH:10])=[CH:8][CH:7]=[CH:6][C:3]=1[CH:4]=[O:5].CC(C)([O-])C.[K+].[O:17]1[CH2:20][CH2:19][C:18]1=[O:21], predict the reaction product. The product is: [Br:1][C:2]1[C:3]([CH:4]=[O:5])=[CH:6][CH:7]=[CH:8][C:9]=1[O:10][CH2:20][CH2:19][C:18]([OH:21])=[O:17]. (7) Given the reactants S(Cl)(Cl)(=O)=O.[CH2:30]([S:27]([NH:26][C:23]1[CH:24]=[CH:25][C:20]([S:19][S:19][C:20]2[CH:25]=[CH:24][C:23]([NH:26][S:27]([CH2:30][CH3:31])(=[O:29])=[O:28])=[CH:22][CH:21]=2)=[CH:21][CH:22]=1)(=[O:29])=[O:28])[CH3:31].[CH2:32]([O:34][C:35](=[O:48])[CH2:36][C:37]1[C:38]([CH3:47])=[CH:39][N:40]2[C:45]=1[CH:44]=[CH:43][C:42]([F:46])=[CH:41]2)[CH3:33], predict the reaction product. The product is: [CH2:32]([O:34][C:35](=[O:48])[CH2:36][C:37]1[C:38]([CH3:47])=[C:39]([S:19][C:20]2[CH:21]=[CH:22][C:23]([NH:26][S:27]([CH2:30][CH3:31])(=[O:28])=[O:29])=[CH:24][CH:25]=2)[N:40]2[C:45]=1[CH:44]=[CH:43][C:42]([F:46])=[CH:41]2)[CH3:33]. (8) Given the reactants [NH2:1][C:2]1[N:12]([CH:13]2[CH2:17][CH2:16][CH2:15][CH2:14]2)[C:6]2[N:7]=[C:8](Cl)[N:9]=[CH:10][C:5]=2[C:4](=[O:18])[C:3]=1[C:19]([NH2:21])=[O:20].[NH2:22][C:23]1[CH:28]=[CH:27][C:26]([N:29]2[CH2:34][CH2:33][O:32][CH2:31][CH2:30]2)=[CH:25][CH:24]=1.O.C([O-])(O)=O.[Na+], predict the reaction product. The product is: [NH2:1][C:2]1[N:12]([CH:13]2[CH2:17][CH2:16][CH2:15][CH2:14]2)[C:6]2[N:7]=[C:8]([NH:22][C:23]3[CH:24]=[CH:25][C:26]([N:29]4[CH2:34][CH2:33][O:32][CH2:31][CH2:30]4)=[CH:27][CH:28]=3)[N:9]=[CH:10][C:5]=2[C:4](=[O:18])[C:3]=1[C:19]([NH2:21])=[O:20]. (9) Given the reactants [C:1]([CH:4]([C:12](=O)[CH3:13])[CH:5]([C:9](=O)[CH3:10])[C:6](=O)[CH3:7])(=O)[CH3:2].C[C:16]1[CH:22]=[C:21]([O:23][C:24]([F:27])([F:26])[F:25])[CH:20]=[CH:19][C:17]=1[NH2:18].[NH2:28][NH2:29], predict the reaction product. The product is: [CH3:2][C:1]1[C:4]2=[C:12]([CH3:13])[N:18]([C:17]3[CH:19]=[CH:20][C:21]([O:23][C:24]([F:27])([F:26])[F:25])=[CH:22][CH:16]=3)[C:9]([CH3:10])=[C:5]2[C:6]([CH3:7])=[N:29][N:28]=1.